Dataset: Reaction yield outcomes from USPTO patents with 853,638 reactions. Task: Predict the reaction yield, written as a fraction of the theoretical maximum amount of product (1.0 means a 100% yield; for example, 0.34 means a 34% yield). (1) The catalyst is O1CCCC1.O. The reactants are [OH:1][CH2:2][CH2:3][O:4][C@H:5]1[CH2:10][CH2:9][C@H:8]([N:11]2[C:16](=[O:17])[C:15]([CH2:18][C:19]3[CH:24]=[CH:23][C:22]([C:25]4[C:26]([C:31]#[N:32])=[CH:27][CH:28]=[CH:29][CH:30]=4)=[CH:21][CH:20]=3)=[C:14]([CH2:33][CH2:34][CH3:35])[N:13]3[N:36]=[C:37]([CH3:39])[N:38]=[C:12]23)[CH2:7][CH2:6]1.[N:40]1C(C)=CC=CC=1C.FC(F)(F)S(O[Si](C(C)(C)C)(C)C)(=O)=O.Cl.N12CCCN=C1CCCCC2.[C:75]([O:78]CC)(=[O:77])C. The yield is 0.170. The product is [OH:1][CH2:2][CH2:3][O:4][C@H:5]1[CH2:10][CH2:9][C@H:8]([N:11]2[C:16](=[O:17])[C:15]([CH2:18][C:19]3[CH:24]=[CH:23][C:22]([C:25]4[CH:30]=[CH:29][CH:28]=[CH:27][C:26]=4[C:31]4[NH:40][C:75](=[O:77])[O:78][N:32]=4)=[CH:21][CH:20]=3)=[C:14]([CH2:33][CH2:34][CH3:35])[N:13]3[N:36]=[C:37]([CH3:39])[N:38]=[C:12]23)[CH2:7][CH2:6]1. (2) The reactants are [CH3:1][N:2]1[C:8](=[O:9])[CH2:7][C:6]2[CH:10]=[CH:11][CH2:12][CH2:13][C:5]=2[CH:4]=[CH:3]1.[N:14](OCCC(C)C)=[O:15].[Li+].C[Si]([N-][Si](C)(C)C)(C)C.Cl. The catalyst is C1COCC1. The product is [OH:15][N:14]=[C:7]1[C:6]2[CH:10]=[CH:11][CH2:12][CH2:13][C:5]=2[CH:4]=[CH:3][N:2]([CH3:1])[C:8]1=[O:9]. The yield is 0.649. (3) The reactants are [F:1][C:2]1[C:3]([NH:12][C:13]2[CH:18]=[CH:17][C:16]([I:19])=[CH:15][C:14]=2[F:20])=[C:4]([CH:8]=[CH:9][C:10]=1[F:11])[C:5]([OH:7])=O.Cl.CN(C)CCCN=C=NCC.Cl.[OH:34][C:35]1([C:39]([NH:41][CH2:42][CH:43]=[CH2:44])=[O:40])[CH2:38][NH:37][CH2:36]1. The catalyst is CN(C)C1C=CN=CC=1.CN(C=O)C. The product is [F:1][C:2]1[C:3]([NH:12][C:13]2[CH:18]=[CH:17][C:16]([I:19])=[CH:15][C:14]=2[F:20])=[C:4]([C:5]([N:37]2[CH2:38][C:35]([OH:34])([C:39]([NH:41][CH2:42][CH:43]=[CH2:44])=[O:40])[CH2:36]2)=[O:7])[CH:8]=[CH:9][C:10]=1[F:11]. The yield is 0.0900. (4) The reactants are [NH:1]1[C:9]2[C:4](=[CH:5][CH:6]=[CH:7][C:8]=2[C:10]([OH:12])=O)[CH:3]=[CH:2]1.CN(C(ON1N=NC2C=CC=CC1=2)=[N+](C)C)C.[B-](F)(F)(F)F.C(N(CC)C(C)C)(C)C.[C:44]([C:48]1[CH:63]=[CH:62][C:51]([CH2:52][NH:53][CH2:54][CH2:55][C:56]2[CH:61]=[CH:60][CH:59]=[CH:58][CH:57]=2)=[CH:50][CH:49]=1)([CH3:47])([CH3:46])[CH3:45]. The catalyst is CN(C=O)C.O. The product is [C:44]([C:48]1[CH:63]=[CH:62][C:51]([CH2:52][N:53]([CH2:54][CH2:55][C:56]2[CH:61]=[CH:60][CH:59]=[CH:58][CH:57]=2)[C:10]([C:8]2[CH:7]=[CH:6][CH:5]=[C:4]3[C:9]=2[NH:1][CH:2]=[CH:3]3)=[O:12])=[CH:50][CH:49]=1)([CH3:47])([CH3:45])[CH3:46]. The yield is 0.800. (5) The reactants are [CH3:1][O:2][C:3]([C:5]1([C:8]2[CH:13]=[CH:12][C:11]([O:14][CH2:15][CH2:16][C:17]([O:19]C(C)(C)C)=[O:18])=[CH:10][CH:9]=2)[CH2:7][CH2:6]1)=[O:4]. The catalyst is Cl. The product is [CH3:1][O:2][C:3]([C:5]1([C:8]2[CH:13]=[CH:12][C:11]([O:14][CH2:15][CH2:16][C:17]([OH:19])=[O:18])=[CH:10][CH:9]=2)[CH2:7][CH2:6]1)=[O:4]. The yield is 0.960. (6) The reactants are B(F)(F)F.C[O+](C)C.[CH2:9]([O:16][C:17]1[CH:22]=[C:21]([O:23][CH2:24][C:25]2[CH:30]=[CH:29][CH:28]=[CH:27][CH:26]=2)[C:20]([Br:31])=[CH:19][C:18]=1[C:32]1ON=[C:34]([CH3:37])[C:33]=1[C:38]1[CH:43]=[CH:42][C:41]([O:44][CH3:45])=[CH:40][CH:39]=1)[C:10]1[CH:15]=[CH:14][CH:13]=[CH:12][CH:11]=1.Cl.[NH2:47][OH:48].C(=O)([O-])[O-].[K+].[K+]. The catalyst is ClCCl.CO. The product is [CH2:9]([O:16][C:17]1[CH:22]=[C:21]([O:23][CH2:24][C:25]2[CH:30]=[CH:29][CH:28]=[CH:27][CH:26]=2)[C:20]([Br:31])=[CH:19][C:18]=1[C:32]1[C:33]([C:38]2[CH:39]=[CH:40][C:41]([O:44][CH3:45])=[CH:42][CH:43]=2)=[C:34]([CH3:37])[O:48][N:47]=1)[C:10]1[CH:15]=[CH:14][CH:13]=[CH:12][CH:11]=1. The yield is 0.370.